This data is from Reaction yield outcomes from USPTO patents with 853,638 reactions. The task is: Predict the reaction yield, written as a fraction of the theoretical maximum amount of product (1.0 means a 100% yield; for example, 0.34 means a 34% yield). The reactants are [Br:1][C:2]1[N:7]=[C:6]2[C:8]([C:11]([OH:13])=O)=[CH:9][NH:10][C:5]2=[N:4][CH:3]=1.[CH3:14][C:15]([NH2:18])([CH3:17])[CH3:16].CCN=C=NCCCN(C)C.C1C=CC2N(O)N=NC=2C=1. The catalyst is ClCCl. The product is [Br:1][C:2]1[N:7]=[C:6]2[C:8]([C:11]([NH:18][C:15]([CH3:17])([CH3:16])[CH3:14])=[O:13])=[CH:9][NH:10][C:5]2=[N:4][CH:3]=1. The yield is 0.420.